Task: Predict the reactants needed to synthesize the given product.. Dataset: Full USPTO retrosynthesis dataset with 1.9M reactions from patents (1976-2016) Given the product [CH:14]1([C:12]([C:6]2[CH:7]=[N:8][C:9]3[C:4]([C:5]=2[NH:17][C:18]2[CH:19]=[CH:20][C:21]([N:24]4[CH2:28][CH2:27][CH:26]([N:29]([CH3:37])[C:30](=[O:36])[O:31][C:32]([CH3:33])([CH3:34])[CH3:35])[CH2:25]4)=[N:22][CH:23]=2)=[CH:3][C:2]([C:43]2[CH:44]=[C:39]([Cl:38])[C:40]([OH:55])=[C:41]([Cl:54])[CH:42]=2)=[CH:11][CH:10]=3)=[O:13])[CH2:16][CH2:15]1, predict the reactants needed to synthesize it. The reactants are: Br[C:2]1[CH:3]=[C:4]2[C:9](=[CH:10][CH:11]=1)[N:8]=[CH:7][C:6]([C:12]([CH:14]1[CH2:16][CH2:15]1)=[O:13])=[C:5]2[NH:17][C:18]1[CH:19]=[CH:20][C:21]([N:24]2[CH2:28][CH2:27][CH:26]([N:29]([CH3:37])[C:30](=[O:36])[O:31][C:32]([CH3:35])([CH3:34])[CH3:33])[CH2:25]2)=[N:22][CH:23]=1.[Cl:38][C:39]1[CH:44]=[C:43](B2OC(C)(C)C(C)(C)O2)[CH:42]=[C:41]([Cl:54])[C:40]=1[OH:55].